Dataset: Reaction yield outcomes from USPTO patents with 853,638 reactions. Task: Predict the reaction yield, written as a fraction of the theoretical maximum amount of product (1.0 means a 100% yield; for example, 0.34 means a 34% yield). The reactants are Cl[C:2]1[C:11]([CH:12]=[O:13])=[CH:10][C:9]2[C:4](=[CH:5][C:6]([F:17])=[C:7]([O:14][CH2:15][CH3:16])[CH:8]=2)[N:3]=1.[CH2:18]([NH2:20])[CH3:19]. No catalyst specified. The product is [CH2:15]([O:14][C:7]1[CH:8]=[C:9]2[C:4](=[CH:5][C:6]=1[F:17])[N:3]=[C:2]([NH:20][CH2:18][CH3:19])[C:11]([CH:12]=[O:13])=[CH:10]2)[CH3:16]. The yield is 0.560.